From a dataset of Full USPTO retrosynthesis dataset with 1.9M reactions from patents (1976-2016). Predict the reactants needed to synthesize the given product. (1) The reactants are: C(C1[CH:24]=[CH:23][C:6]([CH2:7][S:8][C:9]2[CH:10]=[C:11]([O:19][CH2:20][O:21][CH3:22])[C:12](=[O:18])[N:13]([CH2:15][O:16][CH3:17])[CH:14]=2)=[CH:5][CH:4]=1)C.CC1C(CCl)=C(C)[O:28][N:27]=1. Given the product [CH3:4][C:5]1[C:6]([CH2:7][S:8][C:9]2[CH:10]=[C:11]([O:19][CH2:20][O:21][CH3:22])[C:12](=[O:18])[N:13]([CH2:15][O:16][CH3:17])[CH:14]=2)=[C:23]([CH3:24])[O:28][N:27]=1, predict the reactants needed to synthesize it. (2) Given the product [CH3:12][CH:8]1[CH:25]2[CH2:24][C:3](=[O:5])[CH2:2][CH:11]2[CH2:10][N:9]1[C:17]([NH2:31])=[O:20], predict the reactants needed to synthesize it. The reactants are: F[C:2](F)(F)[C:3]([OH:5])=O.[CH2:8]1[CH:12]2CC(=O)C[CH:11]2[CH2:10][NH:9]1.[C:17](=[O:20])([O-])[O-].[K+].[K+].Cl[CH2:24][C:25](OC)=O.C(#[N:31])C. (3) Given the product [NH2:1][C:4]1[CH:9]=[CH:8][C:7]([S:10]([NH:13][CH2:14][CH2:15][C:16]2[CH:21]=[CH:20][C:19]([O:22][C:23](=[O:32])[N:24]([CH3:31])[C:25]3[CH:26]=[CH:27][CH:28]=[CH:29][CH:30]=3)=[CH:18][CH:17]=2)(=[O:12])=[O:11])=[CH:6][CH:5]=1, predict the reactants needed to synthesize it. The reactants are: [N+:1]([C:4]1[CH:9]=[CH:8][C:7]([S:10]([NH:13][CH2:14][CH2:15][C:16]2[CH:21]=[CH:20][C:19]([O:22][C:23](=[O:32])[N:24]([CH3:31])[C:25]3[CH:30]=[CH:29][CH:28]=[CH:27][CH:26]=3)=[CH:18][CH:17]=2)(=[O:12])=[O:11])=[CH:6][CH:5]=1)([O-])=O. (4) Given the product [CH2:1]([N:3]1[CH2:7][CH2:6][C@H:5]([NH:8][C:9]([CH2:11][C:12]2[CH:17]=[C:16]([F:18])[CH:15]=[CH:14][C:13]=2[S:19]([NH:22][C:23]2[C:32]([C:33]([OH:35])=[O:34])=[C:31]3[C:26]([CH:27]4[CH2:37][CH:28]4[CH2:29][O:30]3)=[CH:25][CH:24]=2)(=[O:21])=[O:20])=[O:10])[CH2:4]1)[CH3:2], predict the reactants needed to synthesize it. The reactants are: [CH2:1]([N:3]1[CH2:7][CH2:6][C@H:5]([NH:8][C:9]([CH2:11][C:12]2[CH:17]=[C:16]([F:18])[CH:15]=[CH:14][C:13]=2[S:19]([NH:22][C:23]2[C:32]([C:33]([O:35]C)=[O:34])=[C:31]3[C:26]([CH:27]4[CH2:37][CH:28]4[CH2:29][O:30]3)=[CH:25][CH:24]=2)(=[O:21])=[O:20])=[O:10])[CH2:4]1)[CH3:2].O.[OH-].[Li+].C(O)=O. (5) The reactants are: [CH2:1]([O:8][C:9]([N:11]([CH2:18][C:19]1[CH:50]=[CH:49][C:22]2[N:23]([CH:36]3[CH2:41][CH2:40][CH2:39][N:38](C(OC(C)(C)C)=O)[CH2:37]3)[C:24]([NH:26][C:27](=[O:35])[C:28]3[CH:33]=[CH:32][C:31]([Cl:34])=[CH:30][CH:29]=3)=[N:25][C:21]=2[CH:20]=1)[C@H:12]([C:14]([CH3:17])([CH3:16])[CH3:15])[CH3:13])=[O:10])[C:2]1[CH:7]=[CH:6][CH:5]=[CH:4][CH:3]=1.C(Cl)Cl.C(O)(C(F)(F)F)=O. Given the product [CH2:1]([O:8][C:9](=[O:10])[N:11]([CH2:18][C:19]1[CH:50]=[CH:49][C:22]2[N:23]([CH:36]3[CH2:41][CH2:40][CH2:39][NH:38][CH2:37]3)[C:24]([NH:26][C:27](=[O:35])[C:28]3[CH:29]=[CH:30][C:31]([Cl:34])=[CH:32][CH:33]=3)=[N:25][C:21]=2[CH:20]=1)[C@H:12]([C:14]([CH3:16])([CH3:17])[CH3:15])[CH3:13])[C:2]1[CH:3]=[CH:4][CH:5]=[CH:6][CH:7]=1, predict the reactants needed to synthesize it. (6) Given the product [CH3:9][O:8][C:4]1[CH:3]=[C:2]([C:13]2[CH:14]=[N:15][CH:16]=[CH:17][CH:18]=2)[CH:7]=[CH:6][CH:5]=1, predict the reactants needed to synthesize it. The reactants are: Br[C:2]1[CH:3]=[C:4]([O:8][CH3:9])[CH:5]=[CH:6][CH:7]=1.C(B(CC)[C:13]1[CH:14]=[N:15][CH:16]=[CH:17][CH:18]=1)C.C(=O)([O-])[O-].[Na+].[Na+]. (7) Given the product [Cl:1][C:2]1[CH:3]=[CH:4][C:5]([O:44][CH:45]([F:47])[F:46])=[C:6]([C:8]2[C:12]([NH:13][C:14]([C:16]3[CH:17]=[N:18][N:19]4[CH:24]=[CH:23][CH:22]=[N:21][C:20]=34)=[O:15])=[CH:11][N:10]([CH2:25][C:26]3[N:27]=[N:28][N:29]([CH:31]4[CH2:32][CH2:33][NH:34][CH2:35][CH2:36]4)[CH:30]=3)[N:9]=2)[CH:7]=1, predict the reactants needed to synthesize it. The reactants are: [Cl:1][C:2]1[CH:3]=[CH:4][C:5]([O:44][CH:45]([F:47])[F:46])=[C:6]([C:8]2[C:12]([NH:13][C:14]([C:16]3[CH:17]=[N:18][N:19]4[CH:24]=[CH:23][CH:22]=[N:21][C:20]=34)=[O:15])=[CH:11][N:10]([CH2:25][C:26]3[N:27]=[N:28][N:29]([CH:31]4[CH2:36][CH2:35][N:34](C(OC(C)(C)C)=O)[CH2:33][CH2:32]4)[CH:30]=3)[N:9]=2)[CH:7]=1.Cl.C(#N)C.O. (8) The reactants are: C[O:2][C:3](=[O:20])[CH2:4][C:5]1[CH:10]=[CH:9][C:8](B2OC(C)(C)C(C)(C)O2)=[CH:7][CH:6]=1.[O-]P([O-])([O-])=O.[K+].[K+].[K+].C(Cl)Cl.Cl[C:33]1[CH:38]=[C:37]([N:39](COCC[Si](C)(C)C)COCC[Si](C)(C)C)[N:36]2[N:56]=[CH:57][C:58]([C:59]3[CH:60]=[N:61][C:62]4[C:67]([CH:68]=3)=[CH:66][CH:65]=[CH:64][CH:63]=4)=[C:35]2[N:34]=1. Given the product [NH2:39][C:37]1[N:36]2[N:56]=[CH:57][C:58]([C:59]3[CH:60]=[N:61][C:62]4[C:67]([CH:68]=3)=[CH:66][CH:65]=[CH:64][CH:63]=4)=[C:35]2[N:34]=[C:33]([C:8]2[CH:7]=[CH:6][C:5]([CH2:4][C:3]([OH:2])=[O:20])=[CH:10][CH:9]=2)[CH:38]=1, predict the reactants needed to synthesize it.